Regression. Given a peptide amino acid sequence and an MHC pseudo amino acid sequence, predict their binding affinity value. This is MHC class I binding data. From a dataset of Peptide-MHC class I binding affinity with 185,985 pairs from IEDB/IMGT. (1) The MHC is HLA-A31:01 with pseudo-sequence HLA-A31:01. The peptide sequence is KHDEEFCDM. The binding affinity (normalized) is 0.0847. (2) The peptide sequence is MSDIFASEV. The MHC is HLA-B58:01 with pseudo-sequence HLA-B58:01. The binding affinity (normalized) is 0.0847. (3) The peptide sequence is QVIEYLKPY. The MHC is HLA-B07:02 with pseudo-sequence HLA-B07:02. The binding affinity (normalized) is 0.0847. (4) The peptide sequence is MLQGKKASVY. The MHC is HLA-A31:01 with pseudo-sequence HLA-A31:01. The binding affinity (normalized) is 0.202. (5) The peptide sequence is ADFKLFFRW. The MHC is HLA-A03:01 with pseudo-sequence HLA-A03:01. The binding affinity (normalized) is 0.0847. (6) The peptide sequence is ELMRRGDLPV. The MHC is HLA-A02:03 with pseudo-sequence HLA-A02:03. The binding affinity (normalized) is 0.544. (7) The MHC is Mamu-A01 with pseudo-sequence Mamu-A01. The peptide sequence is YIPGTSVIRS. The binding affinity (normalized) is 0.591.